Dataset: Full USPTO retrosynthesis dataset with 1.9M reactions from patents (1976-2016). Task: Predict the reactants needed to synthesize the given product. (1) Given the product [CH3:12][N:13]([CH3:15])[CH:14]=[CH:2][C:1]([C:4]1[CH:5]=[N:6][CH:7]=[CH:8][CH:9]=1)=[O:3], predict the reactants needed to synthesize it. The reactants are: [C:1]([C:4]1[CH:5]=[N:6][CH:7]=[CH:8][CH:9]=1)(=[O:3])[CH3:2].CO[CH:12](OC)[N:13]([CH3:15])[CH3:14]. (2) Given the product [Cl:1][C:2]1[C:10]2[N:9]=[C:8]3[N:11]([C:12]4[CH:17]=[CH:16][C:15]([Cl:18])=[CH:14][CH:13]=4)[CH2:22][CH2:21][CH2:20][CH2:19][N:7]3[C:6]=2[C:5]([CH:24]([CH2:27][CH3:28])[CH2:25][CH3:26])=[CH:4][CH:3]=1, predict the reactants needed to synthesize it. The reactants are: [Cl:1][C:2]1[C:10]2[N:9]=[C:8]([NH:11][C:12]3[CH:17]=[CH:16][C:15]([Cl:18])=[CH:14][CH:13]=3)[N:7]([CH2:19][CH2:20][CH2:21][CH2:22]O)[C:6]=2[C:5]([CH:24]([CH2:27][CH3:28])[CH2:25][CH3:26])=[CH:4][CH:3]=1.C1(P(C2C=CC=CC=2)C2C=CC=CC=2)C=CC=CC=1.N(C(OC(C)C)=O)=NC(OC(C)C)=O.